This data is from Forward reaction prediction with 1.9M reactions from USPTO patents (1976-2016). The task is: Predict the product of the given reaction. (1) Given the reactants [Br:1][CH2:2][C:3]([C:5]1[CH:10]=[CH:9][C:8]([Cl:11])=[C:7]([Cl:12])[CH:6]=1)=O.[NH:13]1[CH2:17][CH2:16][NH:15][C:14]1=[S:18], predict the reaction product. The product is: [BrH:1].[Cl:12][C:7]1[CH:6]=[C:5]([C:3]2[N:15]3[CH2:16][CH2:17][N:13]=[C:14]3[S:18][CH:2]=2)[CH:10]=[CH:9][C:8]=1[Cl:11]. (2) Given the reactants [H-].[Na+].[C:3]1([S:9]([CH2:12][C:13]2[C:18]([C:19]([O:21][CH2:22][CH3:23])=[O:20])=[C:17]([O:24][CH3:25])[C:16]([CH2:26][CH3:27])=[CH:15][CH:14]=2)(=[O:11])=[O:10])[CH:8]=[CH:7][CH:6]=[CH:5][CH:4]=1.I[CH3:29].[Cl-].[NH4+], predict the reaction product. The product is: [C:3]1([S:9]([CH:12]([C:13]2[C:18]([C:19]([O:21][CH2:22][CH3:23])=[O:20])=[C:17]([O:24][CH3:25])[C:16]([CH2:26][CH3:27])=[CH:15][CH:14]=2)[CH3:29])(=[O:11])=[O:10])[CH:4]=[CH:5][CH:6]=[CH:7][CH:8]=1. (3) The product is: [NH:3]1[C:4]2[CH:9]=[CH:8][CH:7]=[CH:6][C:5]=2[N:1]=[C:2]1[C:10]1[C:11]([NH:15][CH2:20][CH2:19][C:18]#[N:21])=[N:12][O:13][N:14]=1. Given the reactants [NH:1]1[C:5]2[CH:6]=[CH:7][CH:8]=[CH:9][C:4]=2[N:3]=[C:2]1[C:10]1[C:11]([NH2:15])=[N:12][O:13][N:14]=1.CO.[C:18](#[N:21])[CH:19]=[CH2:20], predict the reaction product. (4) Given the reactants [C:1]([N:9]1[CH2:14][CH2:13][C:12]([CH2:16][N:17]2[C:22](=[O:23])[C:21]3[CH:24]=[N:25][N:26]([C:27]4[CH:28]=[C:29]([CH:34]=[CH:35][CH:36]=4)[C:30]([O:32]C)=[O:31])[C:20]=3[N:19]=[CH:18]2)([OH:15])[CH2:11][CH2:10]1)(=[O:8])[C:2]1[CH:7]=[CH:6][CH:5]=[CH:4][CH:3]=1.FC(F)(F)C(O)=O.OC1(CN2C(=O)C3C=NN(C4C=C(C=CC=4)C(OC)=O)C=3N=C2)CCNCC1.C(O)(=O)C1C=CC=CC=1.[OH-].[Li+].Cl, predict the reaction product. The product is: [C:1]([N:9]1[CH2:10][CH2:11][C:12]([CH2:16][N:17]2[C:22](=[O:23])[C:21]3[CH:24]=[N:25][N:26]([C:27]4[CH:28]=[C:29]([CH:34]=[CH:35][CH:36]=4)[C:30]([OH:32])=[O:31])[C:20]=3[N:19]=[CH:18]2)([OH:15])[CH2:13][CH2:14]1)(=[O:8])[C:2]1[CH:7]=[CH:6][CH:5]=[CH:4][CH:3]=1. (5) Given the reactants [Cl:1][C:2]1[CH:16]=[C:15](I)[CH:14]=[C:13]([Cl:18])[C:3]=1[C:4]([NH:6][C:7]1[CH:12]=[CH:11][N:10]=[CH:9][CH:8]=1)=[O:5].CC1(C)C(C)(C)OB([C:27]2[CH:28]=[N:29][NH:30][CH:31]=2)O1.C([O-])([O-])=O.[Cs+].[Cs+], predict the reaction product. The product is: [Cl:1][C:2]1[CH:16]=[C:15]([C:28]2[CH:27]=[CH:31][NH:30][N:29]=2)[CH:14]=[C:13]([Cl:18])[C:3]=1[C:4]([NH:6][C:7]1[CH:12]=[CH:11][N:10]=[CH:9][CH:8]=1)=[O:5]. (6) Given the reactants C[OH:2].N([C:5]([CH3:11])([CH3:10])[C:6]([O:8][CH3:9])=[O:7])=N[C:5]([CH3:11])([CH3:10])[C:6]([O:8][CH3:9])=[O:7].[CH3:19]CCC[CH2:23][CH3:24], predict the reaction product. The product is: [CH:6]([O:7][CH2:23][CH2:24][OH:2])=[CH2:5].[CH:9]([O:8][CH2:6][CH:5]([CH3:11])[CH3:10])=[CH2:19]. (7) Given the reactants [OH-].[K+].O.C(O)(C)C.[Cl:8][C:9]1[CH:10]=[C:11]([C:15]2[CH:16]=[C:17]([C:25]([NH:27][C:28]3[C:29]([CH3:39])=[C:30]([CH:35]=[CH:36][C:37]=3[CH3:38])[C:31]([O:33]C)=[O:32])=[O:26])[C:18]3[C:23]([CH:24]=2)=[CH:22][CH:21]=[CH:20][CH:19]=3)[CH:12]=[CH:13][CH:14]=1, predict the reaction product. The product is: [Cl:8][C:9]1[CH:10]=[C:11]([C:15]2[CH:16]=[C:17]([C:25]([NH:27][C:28]3[C:29]([CH3:39])=[C:30]([CH:35]=[CH:36][C:37]=3[CH3:38])[C:31]([OH:33])=[O:32])=[O:26])[C:18]3[C:23]([CH:24]=2)=[CH:22][CH:21]=[CH:20][CH:19]=3)[CH:12]=[CH:13][CH:14]=1. (8) Given the reactants [CH:1]1([NH:7][C:8]2[N:16]=[C:15]([NH:17][C:18]3[CH:23]=[CH:22][C:21]([N:24]4[CH2:29][CH2:28][CH:27]([C:30](OC)=[O:31])[CH2:26][CH2:25]4)=[CH:20][C:19]=3[O:34][CH3:35])[N:14]=[C:13]3[C:9]=2[N:10]=[CH:11][N:12]3[CH:36]2[CH2:41][CH2:40][CH2:39][CH2:38][O:37]2)[CH2:6][CH2:5][CH2:4][CH2:3][CH2:2]1.CN(C(ON1N=NC2C=CC=NC1=2)=[N+](C)C)C.F[P-](F)(F)(F)(F)F.CCN(C(C)C)C(C)C.[NH:75]1[CH2:80][CH2:79][O:78][CH2:77][CH2:76]1, predict the reaction product. The product is: [CH:1]1([NH:7][C:8]2[N:16]=[C:15]([NH:17][C:18]3[CH:23]=[CH:22][C:21]([N:24]4[CH2:25][CH2:26][CH:27]([C:30]([N:75]5[CH2:80][CH2:79][O:78][CH2:77][CH2:76]5)=[O:31])[CH2:28][CH2:29]4)=[CH:20][C:19]=3[O:34][CH3:35])[N:14]=[C:13]3[C:9]=2[N:10]=[CH:11][N:12]3[CH:36]2[CH2:41][CH2:40][CH2:39][CH2:38][O:37]2)[CH2:2][CH2:3][CH2:4][CH2:5][CH2:6]1. (9) Given the reactants [CH:1]1[CH:10]=[C:9]2[C:11]([O:13][C:14](=[O:15])[C:7]3=[C:8]2[C:3](=[C:4]([Br:16])[CH:5]=[CH:6]3)[CH:2]=1)=O.[CH2:17]([NH2:23])[CH2:18][CH2:19][CH2:20][CH2:21][CH3:22].C1(C)C=CC=CC=1.C(Cl)(Cl)Cl, predict the reaction product. The product is: [Br:16][C:4]1[CH:5]=[CH:6][C:7]2[C:14](=[O:15])[N:23]([CH2:17][CH2:18][CH2:19][CH2:20][CH2:21][CH3:22])[C:11](=[O:13])[C:9]3[C:8]=2[C:3]=1[CH:2]=[CH:1][CH:10]=3. (10) Given the reactants [CH2:1]([CH:3]([CH2:20][CH3:21])[CH:4]([C:10]1[CH:15]=[CH:14][C:13]([NH:16]C(=O)C)=[CH:12][CH:11]=1)[N:5]1[CH:9]=[CH:8][N:7]=[CH:6]1)[CH3:2].[OH-].[Na+], predict the reaction product. The product is: [CH2:20]([CH:3]([CH2:1][CH3:2])[CH:4]([C:10]1[CH:11]=[CH:12][C:13]([NH2:16])=[CH:14][CH:15]=1)[N:5]1[CH:9]=[CH:8][N:7]=[CH:6]1)[CH3:21].